From a dataset of Forward reaction prediction with 1.9M reactions from USPTO patents (1976-2016). Predict the product of the given reaction. (1) The product is: [ClH:27].[ClH:27].[N:21]1([C:18]2[N:17]=[CH:16][C:15]([NH:14][CH:11]3[CH2:12][CH2:13][NH:8][CH2:9][CH2:10]3)=[CH:20][CH:19]=2)[CH2:22][CH2:23][O:24][CH2:25][CH2:26]1. Given the reactants C(OC([N:8]1[CH2:13][CH2:12][CH:11]([NH:14][C:15]2[CH:16]=[N:17][C:18]([N:21]3[CH2:26][CH2:25][O:24][CH2:23][CH2:22]3)=[CH:19][CH:20]=2)[CH2:10][CH2:9]1)=O)(C)(C)C.[ClH:27], predict the reaction product. (2) Given the reactants Cl[C:2]1[C:11]2[C:6](=[CH:7][CH:8]=[C:9]([O:12][CH3:13])[CH:10]=2)[C:5]([C:14]2[CH:19]=[CH:18][CH:17]=[C:16]([O:20][CH3:21])[CH:15]=2)=[N:4][N:3]=1.[NH2:22][CH:23]1[CH2:28][CH2:27][N:26]([CH2:29][C:30]2[CH:39]=[CH:38][C:37]3[C:32](=[CH:33][CH:34]=[CH:35][CH:36]=3)[CH:31]=2)[CH2:25][CH2:24]1, predict the reaction product. The product is: [CH3:13][O:12][C:9]1[CH:10]=[C:11]2[C:6]([C:5]([C:14]3[CH:19]=[CH:18][CH:17]=[C:16]([O:20][CH3:21])[CH:15]=3)=[N:4][N:3]=[C:2]2[NH:22][CH:23]2[CH2:24][CH2:25][N:26]([CH2:29][C:30]3[CH:39]=[CH:38][C:37]4[C:32](=[CH:33][CH:34]=[CH:35][CH:36]=4)[CH:31]=3)[CH2:27][CH2:28]2)=[CH:7][CH:8]=1. (3) Given the reactants [Cl:1][C:2]1[CH:11]=[C:10]2[C:5]([C:6]([OH:13])=[CH:7][C:8](=[O:12])[NH:9]2)=[CH:4][C:3]=1[I:14].[N+:15]([O-])([OH:17])=[O:16], predict the reaction product. The product is: [Cl:1][C:2]1[CH:11]=[C:10]2[C:5]([C:6]([OH:13])=[C:7]([N+:15]([O-:17])=[O:16])[C:8](=[O:12])[NH:9]2)=[CH:4][C:3]=1[I:14]. (4) Given the reactants [F:1][C:2]1[C:10]2[O:9][C:8]([C:11]3[CH:16]=[CH:15][C:14]([S:17]([CH3:20])(=[O:19])=[O:18])=[CH:13][C:12]=3[F:21])=[N:7][C:6]=2[CH:5]=[C:4]([C:22]2[CH2:27][CH2:26][N:25]([C:28]([O:30][C:31]([CH3:34])([CH3:33])[CH3:32])=[O:29])[CH2:24][CH:23]=2)[CH:3]=1.OCC1(OC[C@@H](O)[C@@H](O)[C@H]1O)O, predict the reaction product. The product is: [F:1][C:2]1[C:10]2[O:9][C:8]([C:11]3[CH:16]=[CH:15][C:14]([S:17]([CH3:20])(=[O:19])=[O:18])=[CH:13][C:12]=3[F:21])=[N:7][C:6]=2[CH:5]=[C:4]([CH:22]2[CH2:23][CH2:24][N:25]([C:28]([O:30][C:31]([CH3:34])([CH3:33])[CH3:32])=[O:29])[CH2:26][CH2:27]2)[CH:3]=1. (5) Given the reactants [CH3:1][S:2][C:3](=[C:6]([C:9]#[N:10])[C:7]#[N:8])SC.O.[NH2:12][NH2:13].O, predict the reaction product. The product is: [NH2:10][C:9]1[NH:13][N:12]=[C:3]([S:2][CH3:1])[C:6]=1[C:7]#[N:8]. (6) The product is: [C:24]1([CH2:30][O:31][C:32]([NH:34][CH2:35][C:36]2[NH:1][C:2]3[CH:7]=[CH:6][CH:5]=[C:4]([N:8]4[CH2:13][CH2:12][N:11]([C:14]([O:16][C:17]([CH3:20])([CH3:19])[CH3:18])=[O:15])[CH2:10][CH2:9]4)[C:3]=3[N:21]=2)=[O:33])[CH:29]=[CH:28][CH:27]=[CH:26][CH:25]=1. Given the reactants [NH2:1][C:2]1[C:3]([N+:21]([O-])=O)=[C:4]([N:8]2[CH2:13][CH2:12][N:11]([C:14]([O:16][C:17]([CH3:20])([CH3:19])[CH3:18])=[O:15])[CH2:10][CH2:9]2)[CH:5]=[CH:6][CH:7]=1.[C:24]1([CH2:30][O:31][C:32]([NH:34][CH2:35][C:36](O)=O)=[O:33])[CH:29]=[CH:28][CH:27]=[CH:26][CH:25]=1.O=C1N(P(Cl)(N2CCOC2=O)=O)CCO1.C(N(CC)C(C)C)(C)C, predict the reaction product.